The task is: Predict the product of the given reaction.. This data is from Forward reaction prediction with 1.9M reactions from USPTO patents (1976-2016). (1) Given the reactants [N-:1]=[N+:2]=[N-:3].[Na+].[Cl-].[NH4+].[CH3:7][C:8]([CH3:13])([CH3:12])[CH:9]1[O:11][CH2:10]1, predict the reaction product. The product is: [N:1]([CH2:10][CH:9]([OH:11])[C:8]([CH3:13])([CH3:12])[CH3:7])=[N+:2]=[N-:3]. (2) Given the reactants [CH3:1][O:2][C:3]1[CH:4]=[C:5]([CH:24]=[CH:25][C:26]=1[O:27][CH3:28])[CH2:6][NH:7][C:8]1[N:13]2[N:14]=[C:15]([C:17]3[O:18][CH:19]=[CH:20][CH:21]=3)[N:16]=[C:12]2[C:11]([CH:22]=[O:23])=[CH:10][N:9]=1.C(N(CC)CC)C.[C:36]([O:40][C:41](O[C:41]([O:40][C:36]([CH3:39])([CH3:38])[CH3:37])=[O:42])=[O:42])([CH3:39])([CH3:38])[CH3:37].CN(C1C=CC=CN=1)C, predict the reaction product. The product is: [C:36]([O:40][C:41]([N:7]([C:8]1[N:13]2[N:14]=[C:15]([C:17]3[O:18][CH:19]=[CH:20][CH:21]=3)[N:16]=[C:12]2[C:11]([CH:22]=[O:23])=[CH:10][N:9]=1)[CH2:6][C:5]1[CH:24]=[CH:25][C:26]([O:27][CH3:28])=[C:3]([O:2][CH3:1])[CH:4]=1)=[O:42])([CH3:39])([CH3:38])[CH3:37]. (3) Given the reactants Br[CH2:2][C:3](=O)[CH2:4][O:5][C:6]1[CH:7]=[C:8]2[C:13](=[CH:14][CH:15]=1)[NH:12][C:11](=[O:16])[CH2:10][CH2:9]2.[Cl:18][C:19]1[CH:20]=[C:21]([NH:26][C:27]([NH2:29])=[S:28])[CH:22]=[CH:23][C:24]=1[Cl:25], predict the reaction product. The product is: [Cl:18][C:19]1[CH:20]=[C:21]([NH:26][C:27]2[S:28][CH:2]=[C:3]([CH2:4][O:5][C:6]3[CH:7]=[C:8]4[C:13](=[CH:14][CH:15]=3)[NH:12][C:11](=[O:16])[CH2:10][CH2:9]4)[N:29]=2)[CH:22]=[CH:23][C:24]=1[Cl:25]. (4) Given the reactants [C:1]([C:3]1[CH:4]=[C:5]([CH:9]=[CH:10][C:11]=1[O:12][CH:13]([CH3:15])[CH3:14])[C:6](Cl)=[O:7])#[N:2].O[NH:17][C:18]([C:20]1[CH:21]=[C:22]2[C:26](=[CH:27][CH:28]=1)[NH:25][N:24]=[CH:23]2)=[NH:19].C(N(CC)CC)C, predict the reaction product. The product is: [NH:25]1[C:26]2[C:22](=[CH:21][C:20]([C:18]3[N:17]=[C:6]([C:5]4[CH:9]=[CH:10][C:11]([O:12][CH:13]([CH3:15])[CH3:14])=[C:3]([CH:4]=4)[C:1]#[N:2])[O:7][N:19]=3)=[CH:28][CH:27]=2)[CH:23]=[N:24]1. (5) The product is: [CH3:13][C:14]1[CH:19]=[CH:18][CH:17]=[C:16]([CH3:20])[C:15]=1[C:21]1[N:1]([C:2]2[CH:7]=[CH:6][CH:5]=[CH:4][C:3]=2[CH3:8])[C:23]([C:26]2[CH:31]=[CH:30][CH:29]=[CH:28][CH:27]=2)=[N:24][N:25]=1. Given the reactants [NH2:1][C:2]1[C:3]([CH3:8])=[CH:4][CH:5]=[CH:6][CH:7]=1.[Al+3].[Cl-].[Cl-].[Cl-].[CH3:13][C:14]1[CH:19]=[CH:18][CH:17]=[C:16]([CH3:20])[C:15]=1[C:21]1O[C:23]([C:26]2[CH:31]=[CH:30][CH:29]=[CH:28][CH:27]=2)=[N:24][N:25]=1.Cl.C1C2C(C3ON=C(N)N=3)CN(C2)C1, predict the reaction product. (6) Given the reactants C([O:3][C:4](=[O:29])[C:5]1[CH:10]=[CH:9][C:8]([NH:11][C:12]([C:14]2[NH:15][CH:16]=[C:17]([C:19]#[N:20])[N:18]=2)=[O:13])=[C:7]([C:21]2[CH2:26][CH2:25][C:24]([CH3:28])([CH3:27])[CH2:23][CH:22]=2)[CH:6]=1)C.[OH-].[K+].C(O)(C(F)(F)F)=O, predict the reaction product. The product is: [C:19]([C:17]1[N:18]=[C:14]([C:12]([NH:11][C:8]2[CH:9]=[CH:10][C:5]([C:4]([OH:29])=[O:3])=[CH:6][C:7]=2[C:21]2[CH2:26][CH2:25][C:24]([CH3:28])([CH3:27])[CH2:23][CH:22]=2)=[O:13])[NH:15][CH:16]=1)#[N:20].